Dataset: Forward reaction prediction with 1.9M reactions from USPTO patents (1976-2016). Task: Predict the product of the given reaction. (1) The product is: [F:1][C:2]1[C:3](/[C:22](=[N:20]\[OH:21])/[CH3:23])=[N:4][CH:5]=[C:6]([F:8])[CH:7]=1. Given the reactants [F:1][C:2]1[C:3](C#N)=[N:4][CH:5]=[C:6]([F:8])[CH:7]=1.C[Mg]Br.C(=O)(O)[O-].[Na+].Cl.[NH2:20][OH:21].[C:22]([O-])(=O)[CH3:23].[Na+], predict the reaction product. (2) Given the reactants ClC1C(F)=CC=C(Cl)C=1C(OC1C(N)=NC=C(B2OC(C)(C)C(C)(C)O2)C=1)C.[NH2:29][C:30]1[N:35]=[CH:34][C:33]([C:36]2[CH:37]=[N:38][N:39]([CH2:41][CH:42]3C[CH:43]3[C:45]([N:47]([CH3:49])C)=O)[CH:40]=2)=[CH:32][C:31]=1[O:50][CH:51]([C:53]1[C:58]([Cl:59])=[CH:57][CH:56]=[C:55]([F:60])[C:54]=1[Cl:61])[CH3:52], predict the reaction product. The product is: [Cl:61][C:54]1[C:55]([F:60])=[CH:56][CH:57]=[C:58]([Cl:59])[C:53]=1[CH:51]([O:50][C:31]1[C:30]([NH2:29])=[N:35][CH:34]=[C:33]([C:36]2[CH:37]=[N:38][N:39]([CH:41]3[CH2:42][CH2:43][CH2:45][NH:47][CH2:49]3)[CH:40]=2)[CH:32]=1)[CH3:52]. (3) Given the reactants [CH3:1][O:2][C:3](=[O:15])[C:4]1[CH:9]=[CH:8][C:7]([C:10](=[O:14])[CH2:11][CH2:12][CH3:13])=[CH:6][CH:5]=1.[BH4-].[Na+], predict the reaction product. The product is: [CH3:1][O:2][C:3](=[O:15])[C:4]1[CH:9]=[CH:8][C:7]([CH:10]([OH:14])[CH2:11][CH2:12][CH3:13])=[CH:6][CH:5]=1. (4) Given the reactants [NH2:1][C@H:2]([C:5]([OH:7])=[O:6])[CH2:3][SH:4].C([C:10]1[C:15]([OH:16])=[CH:14][CH:13]=[CH:12][N:11]=1)#N, predict the reaction product. The product is: [OH:16][C:15]1[CH:10]=[N+:11]([O-:6])[CH:12]=[CH:13][CH:14]=1.[NH2:1][C@H:2]([C:5]([OH:7])=[O:6])[CH2:3][SH:4]. (5) The product is: [O-:65][S:63]([C:66]([F:69])([F:68])[F:67])(=[O:64])=[O:62].[O:41]=[C:36]1[CH:37]=[CH:38][C:39](=[O:40])[N:35]1[CH2:34][C:33]1[CH:32]=[C:31]([I+:30][C:50]2[CH:51]=[CH:52][C:47]([O:46][CH3:45])=[CH:48][CH:49]=2)[CH:44]=[CH:43][CH:42]=1. Given the reactants [Si](OC(C)=O)(C)(C)C.[B-](F)(F)(F)F.[B-](F)(F)(F)F.C1[N+]2(CCl)CC[N+](F)(CC2)C1.[I:30][C:31]1[CH:32]=[C:33]([CH:42]=[CH:43][CH:44]=1)[CH2:34][N:35]1[C:39](=[O:40])[CH:38]=[CH:37][C:36]1=[O:41].[CH3:45][O:46][C:47]1[CH:52]=[CH:51][C:50]([B-](F)(F)F)=[CH:49][CH:48]=1.[K+].[Si]([O:62][S:63]([C:66]([F:69])([F:68])[F:67])(=[O:65])=[O:64])(C)(C)C, predict the reaction product. (6) Given the reactants [NH2:1][CH2:2][C@H:3]1[N:8]([C:9]([C:11]2[N:12]=[C:13]([CH3:23])[S:14][C:15]=2[C:16]2[CH:17]=[C:18]([CH3:22])[CH:19]=[CH:20][CH:21]=2)=[O:10])[CH2:7][C@H:6]2[C@@H:4]1[CH2:5]2.[CH2:24]([N:26]1[C:30]([C:31](O)=[O:32])=[CH:29][C:28]([CH3:34])=[N:27]1)[CH3:25], predict the reaction product. The product is: [CH3:23][C:13]1[S:14][C:15]([C:16]2[CH:17]=[C:18]([CH3:22])[CH:19]=[CH:20][CH:21]=2)=[C:11]([C:9]([N:8]2[CH2:7][C@H:6]3[C@H:4]([CH2:5]3)[C@H:3]2[CH2:2][NH:1][C:31]([C:30]2[N:26]([CH2:24][CH3:25])[N:27]=[C:28]([CH3:34])[CH:29]=2)=[O:32])=[O:10])[N:12]=1. (7) Given the reactants [NH2:1][C:2]1[N:7]=[C:6]([NH:8][CH2:9][CH2:10][C:11]([OH:13])=O)[CH:5]=[C:4]([Cl:14])[N:3]=1.[OH-].[NH4+].C(OCC)(=O)C, predict the reaction product. The product is: [NH2:1][C:2]1[N:3]=[C:4]([Cl:14])[C:5]2[C:11](=[O:13])[CH2:10][CH2:9][NH:8][C:6]=2[N:7]=1. (8) Given the reactants [N:1]1[C:9]2[C:4](=[N:5][CH:6]=[C:7](/[CH:10]=[CH:11]/[C:12]([O-:14])=O)[CH:8]=2)[NH:3][CH:2]=1.Cl.O=C1CC2C(=CC=C(/C=C/C(O)=O)C=2)N1.[CH3:31][N:32]1[C:40]2[C:35](=[CH:36][CH:37]=[CH:38][CH:39]=2)[C:34]([CH2:41][NH:42][CH3:43])=[CH:33]1.CC1NC2C(C=1CNC)=CC=CC=2, predict the reaction product. The product is: [N:1]1[C:9]2[C:4](=[N:5][CH:6]=[C:7](/[CH:10]=[CH:11]/[C:12]([N:42]([CH3:43])[CH2:41][C:34]3[C:35]4[C:40](=[CH:39][CH:38]=[CH:37][CH:36]=4)[N:32]([CH3:31])[CH:33]=3)=[O:14])[CH:8]=2)[NH:3][CH:2]=1.